Regression. Given a peptide amino acid sequence and an MHC pseudo amino acid sequence, predict their binding affinity value. This is MHC class I binding data. From a dataset of Peptide-MHC class I binding affinity with 185,985 pairs from IEDB/IMGT. (1) The peptide sequence is CPRHVICTA. The MHC is HLA-B53:01 with pseudo-sequence HLA-B53:01. The binding affinity (normalized) is 0.413. (2) The peptide sequence is LPLKMLNIPSINVH. The MHC is HLA-B51:01 with pseudo-sequence HLA-B51:01. The binding affinity (normalized) is 0.0847.